The task is: Predict the reactants needed to synthesize the given product.. This data is from Full USPTO retrosynthesis dataset with 1.9M reactions from patents (1976-2016). Given the product [F:7][C:8]1[CH:13]=[CH:12][C:11]([O:14][CH3:15])=[CH:10][C:9]=1[C:16]1[CH:21]=[CH:20][C:19]([O:22][CH2:23][C:24]2[CH:29]=[CH:28][C:27]([O:30][CH3:31])=[CH:26][CH:25]=2)=[CH:18][C:17]=1[CH:32]([OH:38])[C:33]([CH3:37])([CH3:36])[CH2:34][CH3:35], predict the reactants needed to synthesize it. The reactants are: [H-].[Al+3].[Li+].[H-].[H-].[H-].[F:7][C:8]1[CH:13]=[CH:12][C:11]([O:14][CH3:15])=[CH:10][C:9]=1[C:16]1[CH:21]=[CH:20][C:19]([O:22][CH2:23][C:24]2[CH:29]=[CH:28][C:27]([O:30][CH3:31])=[CH:26][CH:25]=2)=[CH:18][C:17]=1[C:32](=[O:38])[C:33]([CH3:37])([CH3:36])[CH2:34][CH3:35].O.O.O.O.O.O.O.O.O.O.S([O-])([O-])(=O)=O.[Na+].[Na+].